Dataset: Full USPTO retrosynthesis dataset with 1.9M reactions from patents (1976-2016). Task: Predict the reactants needed to synthesize the given product. (1) Given the product [C:17]([C:13]1[CH:12]=[C:11]([C@H:3]([NH:2][CH3:1])[CH2:4][N:5]2[CH2:9][CH2:8][C@H:7]([OH:10])[CH2:6]2)[CH:16]=[CH:15][CH:14]=1)#[CH:18], predict the reactants needed to synthesize it. The reactants are: [CH3:1][NH:2][C@@H:3]([C:11]1[CH:16]=[CH:15][CH:14]=[C:13]([C:17]#[C:18][Si](C)(C)C)[CH:12]=1)[CH2:4][N:5]1[CH2:9][CH2:8][C@H:7]([OH:10])[CH2:6]1.[OH-].[K+].Cl. (2) Given the product [Br:20][CH2:18][C:14]1[CH:13]=[C:12]2[C:17]([C:8]([C:4]3[CH:5]=[CH:6][CH:7]=[C:2]([F:1])[CH:3]=3)=[CH:9][C:10](=[O:19])[O:11]2)=[CH:16][CH:15]=1, predict the reactants needed to synthesize it. The reactants are: [F:1][C:2]1[CH:3]=[C:4]([C:8]2[C:17]3[C:12](=[CH:13][C:14]([CH3:18])=[CH:15][CH:16]=3)[O:11][C:10](=[O:19])[CH:9]=2)[CH:5]=[CH:6][CH:7]=1.[Br:20]N1C(=O)CCC1=O.C(OOC(=O)C1C=CC=CC=1)(=O)C1C=CC=CC=1. (3) The reactants are: [I:1][C:2]1[CH:7]=[C:6]([O:8][CH3:9])[C:5]([O:10]C)=[C:4]([O:12][CH3:13])[CH:3]=1.[Cl-].[Al+3].[Cl-].[Cl-].O. Given the product [OH:10][C:5]1[C:6]([O:8][CH3:9])=[CH:7][C:2]([I:1])=[CH:3][C:4]=1[O:12][CH3:13], predict the reactants needed to synthesize it. (4) Given the product [F:19][C:20]1[C:21]([C:38]2[N:42]([CH:43]([CH3:44])[CH3:45])[C:41]([CH3:46])=[N:40][CH:39]=2)=[N:22][C:23]([NH:26][C:27]2[CH:28]=[CH:29][C:30]([C:33]([NH:2][CH3:1])=[O:35])=[N:31][CH:32]=2)=[N:24][CH:25]=1, predict the reactants needed to synthesize it. The reactants are: [CH3:1][NH2:2].C1COCC1.C[Al](C)C.C1(C)C=CC=CC=1.[F:19][C:20]1[C:21]([C:38]2[N:42]([CH:43]([CH3:45])[CH3:44])[C:41]([CH3:46])=[N:40][CH:39]=2)=[N:22][C:23]([NH:26][C:27]2[CH:28]=[CH:29][C:30]([C:33]([O:35]CC)=O)=[N:31][CH:32]=2)=[N:24][CH:25]=1. (5) Given the product [Br:23][CH:5]([CH2:4][Br:3])[C:6]([F:12])([C:7]([F:8])([F:9])[F:10])[C:18]([F:21])([F:20])[F:19], predict the reactants needed to synthesize it. The reactants are: [OH-].[K+].[Br:3][CH:4]=[CH:5][C:6]([F:12])(F)[C:7]([F:10])([F:9])[F:8].Br.FC(F)([C:18]([F:21])([F:20])[F:19])C#C.[Br:23]C(=CC)C(F)(F)F.BrBr.FC(F)(F)C=CC.BrC(C(F)(F)C(F)(F)F)=C(F)C(F)(F)F.BrC(Br)(C(F)(F)C(F)(F)F)C(F)(F)C(F)(F)F.BrC(C(F)(C(F)(F)F)C(F)(F)F)=C.FC(F)(F)C(F)(C=C)C(F)(F)F.